This data is from Full USPTO retrosynthesis dataset with 1.9M reactions from patents (1976-2016). The task is: Predict the reactants needed to synthesize the given product. (1) Given the product [Si:13]([O:20][C@H:21]1[CH2:26][N:25]([CH2:27][C:28]2[CH:33]=[CH:32][C:31]([F:34])=[CH:30][C:29]=2[Cl:35])[C:24](=[O:36])[CH:23]([F:37])[CH2:22]1)([C:16]([CH3:19])([CH3:18])[CH3:17])([CH3:15])[CH3:14], predict the reactants needed to synthesize it. The reactants are: C(NC(C)C)(C)C.C([Li])CCC.[Si:13]([O:20][C@H:21]1[CH2:26][N:25]([CH2:27][C:28]2[CH:33]=[CH:32][C:31]([F:34])=[CH:30][C:29]=2[Cl:35])[C:24](=[O:36])[CH2:23][CH2:22]1)([C:16]([CH3:19])([CH3:18])[CH3:17])([CH3:15])[CH3:14].[F:37]NS(C1C=CC=CC=1)(=O)=O. (2) Given the product [ClH:11].[N:1]1[CH:6]=[CH:5][CH:4]=[C:3]([CH2:7][C:8]([OH:10])=[O:9])[CH:2]=1, predict the reactants needed to synthesize it. The reactants are: [N:1]1[CH:6]=[CH:5][CH:4]=[C:3]([CH2:7][C:8]([OH:10])=[O:9])[CH:2]=1.[ClH:11].O. (3) Given the product [F:1][C:2]1([F:13])[CH2:7][CH2:6][C:5](=[O:8])[CH:4]=[CH:3]1, predict the reactants needed to synthesize it. The reactants are: [F:1][C:2]1([F:13])[CH2:7][CH2:6][C:5]([O:8][Si](C)(C)C)=[CH:4][CH2:3]1. (4) Given the product [CH3:13][O:14][C:15](=[O:20])[CH2:16][CH2:17][C:18]#[C:19][C:2]1[CH:7]=[C:6]([F:8])[CH:5]=[C:4]([N+:9]([O-:11])=[O:10])[C:3]=1[F:12], predict the reactants needed to synthesize it. The reactants are: Br[C:2]1[CH:7]=[C:6]([F:8])[CH:5]=[C:4]([N+:9]([O-:11])=[O:10])[C:3]=1[F:12].[CH3:13][O:14][C:15](=[O:20])[CH2:16][CH2:17][C:18]#[CH:19].C1(P(C2C=CC=CC=2)C2C=CC=CC=2)C=CC=CC=1. (5) Given the product [C:1]12([C:11]3[CH:16]=[C:15]([Br:17])[CH:14]=[C:13]([O:18][CH3:19])[C:12]=3[O:20][CH2:21][C:22]3[CH:27]=[CH:26][CH:25]=[CH:24][CH:23]=3)[CH2:2][CH:3]3[CH2:9][CH:7]([CH2:6][CH:5]([CH2:4]3)[CH2:10]1)[CH2:8]2, predict the reactants needed to synthesize it. The reactants are: [C:1]12([C:11]3[CH:16]=[C:15]([Br:17])[CH:14]=[C:13]([O:18][CH3:19])[C:12]=3[OH:20])[CH2:10][CH:5]3[CH2:6][CH:7]([CH2:9][CH:3]([CH2:4]3)[CH2:2]1)[CH2:8]2.[CH2:21](Br)[C:22]1[CH:27]=[CH:26][CH:25]=[CH:24][CH:23]=1.C([O-])([O-])=O.[K+].[K+]. (6) The reactants are: [F:1][C:2]1[CH:3]=[C:4](/[CH:8]=[CH:9]/[C:10]([O:12][CH3:13])=[O:11])[CH:5]=[CH:6][CH:7]=1.C(O)(=[O:23])C=CC1C=CC=CC=1. Given the product [F:1][C:2]1[CH:3]=[C:4]([CH2:8][C@@H:9]([OH:23])[C:10]([O:12][CH3:13])=[O:11])[CH:5]=[CH:6][CH:7]=1, predict the reactants needed to synthesize it. (7) Given the product [Cl:1][C:2]1[CH:3]=[CH:4][C:5]2[O:9][C:8]([C:10]3[CH:11]=[CH:12][C:13]4[N:17]([CH2:18][CH2:19][C:20]([F:21])([F:23])[F:22])[C:26]([CH3:27])=[N:15][C:14]=4[CH:16]=3)=[N:7][C:6]=2[CH:24]=1, predict the reactants needed to synthesize it. The reactants are: [Cl:1][C:2]1[CH:3]=[CH:4][C:5]2[O:9][C:8]([C:10]3[CH:11]=[CH:12][C:13]([NH:17][CH2:18][CH2:19][C:20]([F:23])([F:22])[F:21])=[C:14]([CH:16]=3)[NH2:15])=[N:7][C:6]=2[CH:24]=1.Cl.[C:26](=N)(OCC)[CH3:27].C(=O)([O-])O.[Na+]. (8) The reactants are: [C:1]1(=[O:7])[O:6][CH2:5][CH2:4][CH2:3][CH2:2]1.[CH2:8](Br)[CH:9]=[CH2:10]. Given the product [CH2:10]([CH:2]1[CH2:3][CH2:4][CH2:5][O:6][C:1]1=[O:7])[CH:9]=[CH2:8], predict the reactants needed to synthesize it. (9) The reactants are: [OH:1][C:2]1[CH:9]=[CH:8][CH:7]=[CH:6][C:3]=1[CH2:4][OH:5].[C:10]([O-])([O-])=O.[K+].[K+].[CH2:16](O)[CH3:17]. Given the product [CH:16]([O:1][C:2]1[CH:9]=[CH:8][CH:7]=[CH:6][C:3]=1[CH2:4][OH:5])([CH3:17])[CH3:10], predict the reactants needed to synthesize it.